This data is from Catalyst prediction with 721,799 reactions and 888 catalyst types from USPTO. The task is: Predict which catalyst facilitates the given reaction. (1) Reactant: [CH3:1][O:2][C:3](=[O:27])[C@H:4]([NH:15][S:16]([C:19]1[CH:24]=[C:23]([Br:25])[CH:22]=[CH:21][C:20]=1[OH:26])(=[O:18])=[O:17])[CH2:5][C:6]1[C:14]2[C:9](=[CH:10][CH:11]=[CH:12][CH:13]=2)[NH:8][CH:7]=1.C(=O)([O-])[O-].[K+].[K+].I[CH:35]([CH3:37])[CH3:36].S(=O)(=O)(O)O. Product: [CH3:1][O:2][C:3](=[O:27])[C@H:4]([NH:15][S:16]([C:19]1[CH:24]=[C:23]([Br:25])[CH:22]=[CH:21][C:20]=1[O:26][CH:35]([CH3:37])[CH3:36])(=[O:17])=[O:18])[CH2:5][C:6]1[C:14]2[C:9](=[CH:10][CH:11]=[CH:12][CH:13]=2)[NH:8][CH:7]=1. The catalyst class is: 18. (2) Reactant: [C:1]([O:5][C:6]([N:8]1[CH2:13][CH2:12][C@H:11]([C:14]2[CH:19]=[CH:18][CH:17]=[CH:16][CH:15]=2)[C@H:10]([C:20]([OH:22])=[O:21])[CH2:9]1)=[O:7])([CH3:4])([CH3:3])[CH3:2].Cl.[CH3:24]N(C)CCCN=C=NCC.C(N(CC)CC)C.[Cl-].[NH4+]. Product: [C:14]1([C@H:11]2[CH2:12][CH2:13][N:8]([C:6]([O:5][C:1]([CH3:4])([CH3:2])[CH3:3])=[O:7])[CH2:9][C@H:10]2[C:20]([O:22][CH3:24])=[O:21])[CH:19]=[CH:18][CH:17]=[CH:16][CH:15]=1. The catalyst class is: 121. (3) Product: [CH2:1]([O:8][C:9]1[N:10]=[N:11][C:12]([CH2:29][C:28]2[CH:31]=[CH:32][CH:33]=[C:26]([Cl:25])[CH:27]=2)=[CH:13][C:14]=1[O:15][CH2:16][C:17]1[CH:22]=[CH:21][CH:20]=[CH:19][CH:18]=1)[C:2]1[CH:7]=[CH:6][CH:5]=[CH:4][CH:3]=1. The catalyst class is: 602. Reactant: [CH2:1]([O:8][C:9]1[N:10]=[N:11][C:12](Cl)=[CH:13][C:14]=1[O:15][CH2:16][C:17]1[CH:22]=[CH:21][CH:20]=[CH:19][CH:18]=1)[C:2]1[CH:7]=[CH:6][CH:5]=[CH:4][CH:3]=1.[Cl-].[Cl:25][C:26]1[CH:27]=[C:28]([CH:31]=[CH:32][CH:33]=1)[CH2:29][Zn+]. (4) Reactant: [OH-].[Li+].C[O:4][C:5](=[O:15])[C:6]1[CH2:7][N:8]([CH2:13][CH3:14])[C:9]([OH:12])=[CH:10][CH:11]=1. The catalyst class is: 38. Product: [CH2:13]([N:8]1[C:9]([OH:12])=[CH:10][CH:11]=[C:6]([C:5]([OH:15])=[O:4])[CH2:7]1)[CH3:14]. (5) Reactant: F[C:2]1[CH:7]=[CH:6][CH:5]=[CH:4][C:3]=1[N+:8]([O-:10])=[O:9].[C:11]([N:14]1[C:23]2[C:18](=[CH:19][C:20]([C:24]#[N:25])=[CH:21][CH:22]=2)[C@H:17]([NH2:26])[C@@H:16]([CH3:27])[C@@H:15]1[CH:28]1[CH2:30][CH2:29]1)(=[O:13])[CH3:12].CCN(C(C)C)C(C)C. Product: [C:11]([N:14]1[C:23]2[C:18](=[CH:19][C:20]([C:24]#[N:25])=[CH:21][CH:22]=2)[C@H:17]([NH:26][C:2]2[CH:7]=[CH:6][CH:5]=[CH:4][C:3]=2[N+:8]([O-:10])=[O:9])[C@@H:16]([CH3:27])[C@@H:15]1[CH:28]1[CH2:30][CH2:29]1)(=[O:13])[CH3:12]. The catalyst class is: 16. (6) Reactant: [O-]CC.[Na+].[C:5]([NH:8][C:9](=[O:32])[N:10]([CH2:28][CH:29]([CH3:31])[CH3:30])[C:11]1[S:12][C:13]([CH2:21][C:22]2[CH:27]=[CH:26][CH:25]=[CH:24][CH:23]=2)=[CH:14][C:15]=1[C:16](OCC)=[O:17])(=O)C.IC. Product: [CH3:5][N:8]1[C:16](=[O:17])[C:15]2[CH:14]=[C:13]([CH2:21][C:22]3[CH:27]=[CH:26][CH:25]=[CH:24][CH:23]=3)[S:12][C:11]=2[N:10]([CH2:28][CH:29]([CH3:31])[CH3:30])[C:9]1=[O:32]. The catalyst class is: 8. (7) Reactant: [OH:1][CH2:2][CH2:3][O:4][CH2:5][CH2:6][NH:7][C:8](=[O:14])[O:9][C:10]([CH3:13])([CH3:12])[CH3:11].[F:15][C:16]1[C:21]([F:22])=[C:20](O)[CH:19]=[CH:18][C:17]=1[CH2:24][N:25]1[C:34](=[O:35])[C:33]([C:36]([NH:38][C:39]2[CH:44]=[CH:43][C:42]([C:45]([F:48])([F:47])[F:46])=[CH:41][C:40]=2[C:49]2[CH:54]=[C:53]([C:55]([F:58])([F:57])[F:56])[N:52]=[CH:51][N:50]=2)=[O:37])=[C:32]([OH:59])[C:27]2([CH2:31][CH2:30][CH2:29][CH2:28]2)[N:26]1[CH3:60].CN(C(/N=N/C(N(C)C)=O)=O)C.C(P(CCCC)CCCC)CCC. Product: [F:22][C:21]1[C:16]([F:15])=[C:17]([CH2:24][N:25]2[C:34](=[O:35])[C:33]([C:36](=[O:37])[NH:38][C:39]3[CH:44]=[CH:43][C:42]([C:45]([F:46])([F:47])[F:48])=[CH:41][C:40]=3[C:49]3[CH:54]=[C:53]([C:55]([F:56])([F:57])[F:58])[N:52]=[CH:51][N:50]=3)=[C:32]([OH:59])[C:27]3([CH2:31][CH2:30][CH2:29][CH2:28]3)[N:26]2[CH3:60])[CH:18]=[CH:19][C:20]=1[O:1][CH2:2][CH2:3][O:4][CH2:5][CH2:6][NH:7][C:8](=[O:14])[O:9][C:10]([CH3:11])([CH3:13])[CH3:12]. The catalyst class is: 1. (8) Reactant: [Li+].[OH-].[O:3]=[C:4]1[N:10]([CH:11]2[CH2:16][CH2:15][N:14]([C:17]([O:19][C@H:20]([CH2:41][C:42]3[CH:47]=[C:46]([CH3:48])[C:45]([OH:49])=[C:44]([CH2:50][CH3:51])[CH:43]=3)[C:21]([N:23]3[CH2:28][CH2:27][N:26]([CH:29]4[CH2:34][CH2:33][N:32]([CH2:35][C:36]([O:38]CC)=[O:37])[CH2:31][CH2:30]4)[CH2:25][CH2:24]3)=[O:22])=[O:18])[CH2:13][CH2:12]2)[CH2:9][CH2:8][C:7]2[CH:52]=[CH:53][CH:54]=[CH:55][C:6]=2[NH:5]1.Cl. Product: [O:3]=[C:4]1[N:10]([CH:11]2[CH2:12][CH2:13][N:14]([C:17]([O:19][C@H:20]([CH2:41][C:42]3[CH:47]=[C:46]([CH3:48])[C:45]([OH:49])=[C:44]([CH2:50][CH3:51])[CH:43]=3)[C:21]([N:23]3[CH2:28][CH2:27][N:26]([CH:29]4[CH2:30][CH2:31][N:32]([CH2:35][C:36]([OH:38])=[O:37])[CH2:33][CH2:34]4)[CH2:25][CH2:24]3)=[O:22])=[O:18])[CH2:15][CH2:16]2)[CH2:9][CH2:8][C:7]2[CH:52]=[CH:53][CH:54]=[CH:55][C:6]=2[NH:5]1. The catalyst class is: 90. (9) Reactant: [CH:1]([CH:4]1[N:9]([C:10]2[N:15]=[C:14]([C:16]([F:19])([F:18])[F:17])[C:13]([C:20]([O:22]CC)=[O:21])=[CH:12][N:11]=2)[CH2:8][CH2:7][N:6]2[C:25]3[CH:31]=[C:30]([S:32]([CH3:35])(=[O:34])=[O:33])[CH:29]=[CH:28][C:26]=3[N:27]=[C:5]12)([CH3:3])[CH3:2].[OH-].[Na+].Cl. Product: [CH:1]([CH:4]1[N:9]([C:10]2[N:15]=[C:14]([C:16]([F:19])([F:18])[F:17])[C:13]([C:20]([OH:22])=[O:21])=[CH:12][N:11]=2)[CH2:8][CH2:7][N:6]2[C:25]3[CH:31]=[C:30]([S:32]([CH3:35])(=[O:33])=[O:34])[CH:29]=[CH:28][C:26]=3[N:27]=[C:5]12)([CH3:3])[CH3:2]. The catalyst class is: 24. (10) Reactant: [CH3:1][C:2]1[CH:25]=[CH:24][C:23]([CH3:26])=[CH:22][C:3]=1[O:4][C:5]1[CH:14]=[C:13]2[C:8]([CH:9]=[C:10]([C:19]([OH:21])=[O:20])[C@H:11]([C:15]([F:18])([F:17])[F:16])[O:12]2)=[CH:7][CH:6]=1.[OH-].[Na+:28]. Product: [CH3:1][C:2]1[CH:25]=[CH:24][C:23]([CH3:26])=[CH:22][C:3]=1[O:4][C:5]1[CH:14]=[C:13]2[C:8]([CH:9]=[C:10]([C:19]([O-:21])=[O:20])[C@H:11]([C:15]([F:17])([F:18])[F:16])[O:12]2)=[CH:7][CH:6]=1.[Na+:28]. The catalyst class is: 8.